Dataset: Peptide-MHC class I binding affinity with 185,985 pairs from IEDB/IMGT. Task: Regression. Given a peptide amino acid sequence and an MHC pseudo amino acid sequence, predict their binding affinity value. This is MHC class I binding data. (1) The peptide sequence is DVSVDAMIHK. The MHC is HLA-A33:01 with pseudo-sequence HLA-A33:01. The binding affinity (normalized) is 0.124. (2) The peptide sequence is LDLAIQQLQNL. The MHC is Mamu-A11 with pseudo-sequence Mamu-A11. The binding affinity (normalized) is 0.406. (3) The peptide sequence is SHEQGDIAL. The MHC is HLA-A02:06 with pseudo-sequence HLA-A02:06. The binding affinity (normalized) is 0.0847. (4) The peptide sequence is ITYGSVSWR. The MHC is HLA-A31:01 with pseudo-sequence HLA-A31:01. The binding affinity (normalized) is 0.936. (5) The peptide sequence is NMENITSGF. The MHC is Patr-A0701 with pseudo-sequence Patr-A0701. The binding affinity (normalized) is 0. (6) The peptide sequence is HPRARSMSS. The MHC is HLA-B15:09 with pseudo-sequence HLA-B15:09. The binding affinity (normalized) is 0.0847. (7) The peptide sequence is SSLRYGNVL. The MHC is HLA-A02:12 with pseudo-sequence HLA-A02:12. The binding affinity (normalized) is 0.0847. (8) The peptide sequence is KELYPLTSL. The MHC is HLA-B18:01 with pseudo-sequence HLA-B18:01. The binding affinity (normalized) is 0.181. (9) The peptide sequence is AENLWVTVP. The MHC is Mamu-A11 with pseudo-sequence Mamu-A11. The binding affinity (normalized) is 0.185.